Task: Regression. Given a peptide amino acid sequence and an MHC pseudo amino acid sequence, predict their binding affinity value. This is MHC class I binding data.. Dataset: Peptide-MHC class I binding affinity with 185,985 pairs from IEDB/IMGT (1) The peptide sequence is YEHYFVFAA. The MHC is HLA-B73:01 with pseudo-sequence HLA-B73:01. The binding affinity (normalized) is 0.711. (2) The peptide sequence is VEITPYKPTW. The MHC is HLA-A11:01 with pseudo-sequence HLA-A11:01. The binding affinity (normalized) is 0.206. (3) The peptide sequence is VGNVKVKF. The MHC is Mamu-B52 with pseudo-sequence Mamu-B52. The binding affinity (normalized) is 0.198. (4) The peptide sequence is HLTENNLYI. The MHC is HLA-A02:06 with pseudo-sequence HLA-A02:06. The binding affinity (normalized) is 0.307. (5) The peptide sequence is AYESSEATTPV. The MHC is Patr-A0901 with pseudo-sequence Patr-A0901. The binding affinity (normalized) is 0.441. (6) The peptide sequence is NEINVELSL. The MHC is HLA-B38:01 with pseudo-sequence HLA-B38:01. The binding affinity (normalized) is 0.119.